This data is from Reaction yield outcomes from USPTO patents with 853,638 reactions. The task is: Predict the reaction yield, written as a fraction of the theoretical maximum amount of product (1.0 means a 100% yield; for example, 0.34 means a 34% yield). (1) The reactants are [Br:1][C:2]1[CH:3]=[N:4][C:5]([NH:8][CH2:9][CH2:10][C@H:11]2[CH2:16][CH2:15][C@H:14]([CH2:17]OS(C)(=O)=O)[CH2:13][CH2:12]2)=[N:6][CH:7]=1.[CH3:23][NH:24][CH3:25].[Na+].[I-]. The catalyst is CO. The product is [Br:1][C:2]1[CH:3]=[N:4][C:5]([NH:8][CH2:9][CH2:10][C@H:11]2[CH2:16][CH2:15][C@H:14]([CH2:17][N:24]([CH3:25])[CH3:23])[CH2:13][CH2:12]2)=[N:6][CH:7]=1. The yield is 0.760. (2) The reactants are [NH2:1][C:2]1[S:3][C:4]([C:12]2[CH:13]=[CH:14][C:15](Cl)=[N:16][CH:17]=2)=[C:5]([C:7]2[O:8][CH:9]=[CH:10][CH:11]=2)[N:6]=1.[CH3:19][OH:20].C[O-].[Na+]. The catalyst is O1CCOCC1. The product is [NH2:1][C:2]1[S:3][C:4]([C:12]2[CH:13]=[CH:14][C:15]([O:20][CH3:19])=[N:16][CH:17]=2)=[C:5]([C:7]2[O:8][CH:9]=[CH:10][CH:11]=2)[N:6]=1. The yield is 0.600. (3) The reactants are [Cl:1][C:2]1[CH:15]=[CH:14][C:5]([CH:6]=[N:7][S@](C(C)(C)C)=O)=[C:4]([C:16]([F:19])([F:18])[F:17])[CH:3]=1.[CH3:20][Mg]Br. The catalyst is ClCCl. The product is [Cl:1][C:2]1[CH:15]=[CH:14][C:5]([C@H:6]([NH2:7])[CH3:20])=[C:4]([C:16]([F:17])([F:18])[F:19])[CH:3]=1. The yield is 0.520. (4) The reactants are Br[C:2]1[C:7]([O:8][CH2:9][CH2:10][CH:11]=[CH2:12])=[CH:6][CH:5]=[CH:4][N:3]=1.C1(P(C2C=CC=CC=2)C2C=CC=CC=2)C=CC=CC=1.C([O-])(=O)C.[K+]. The catalyst is O.[Cl-].C([N+](CC)(CC)CC)C.C([O-])(=O)C.[Pd+2].C([O-])(=O)C. The product is [CH2:12]=[C:11]1[C:2]2=[N:3][CH:4]=[CH:5][CH:6]=[C:7]2[O:8][CH2:9][CH2:10]1. The yield is 0.520.